From a dataset of Catalyst prediction with 721,799 reactions and 888 catalyst types from USPTO. Predict which catalyst facilitates the given reaction. Product: [Cl:1][C:2]1[N:6]2[CH:7]=[C:8]([C:15]3[CH:19]=[CH:18][O:17][CH:16]=3)[CH:9]=[C:10]([C:11]([F:14])([F:13])[F:12])[C:5]2=[N:4][C:3]=1[C:20]([N:22]1[CH2:27][CH2:26][C@@H:25]([N:28]2[C:32](=[O:33])[CH2:31][O:30][C:29]2=[O:34])[C@H:24]([OH:35])[CH2:23]1)=[O:21]. Reactant: [Cl:1][C:2]1[N:6]2[CH:7]=[C:8]([C:15]3[CH:19]=[CH:18][O:17][CH:16]=3)[CH:9]=[C:10]([C:11]([F:14])([F:13])[F:12])[C:5]2=[N:4][C:3]=1[C:20]([N:22]1[CH2:27][CH2:26][C@@H:25]([N:28]2[C:32](=[O:33])[CH2:31][O:30][C:29]2=[O:34])[C@H:24]([O:35][Si](C(C)(C)C)(C)C)[CH2:23]1)=[O:21].C1COCC1.CCCC[N+](CCCC)(CCCC)CCCC.[F-]. The catalyst class is: 1.